The task is: Predict the reactants needed to synthesize the given product.. This data is from Full USPTO retrosynthesis dataset with 1.9M reactions from patents (1976-2016). (1) Given the product [C:31]([CH2:30][C:22]1[CH:21]=[CH:20][C:19]([C:10]2[N:11]=[C:12]3[CH:17]=[CH:16][C:15]([CH3:18])=[CH:14][N:13]3[C:9]=2[CH2:8][C:6]([OH:5])=[O:7])=[CH:28][CH:27]=1)([OH:33])=[O:32], predict the reactants needed to synthesize it. The reactants are: C([O:5][C:6]([CH2:8][C:9]1[N:13]2[CH:14]=[C:15]([CH3:18])[CH:16]=[CH:17][C:12]2=[N:11][C:10]=1[C:19]1[CH:28]=[CH:27][C:22](C(OC)=O)=[CH:21][CH:20]=1)=[O:7])(C)(C)C.F[C:30](F)(F)[C:31]([OH:33])=[O:32]. (2) The reactants are: [CH2:1]([O:3][C:4]([C@H:6]1[C@@H:11]([NH2:12])[C@H:10]2[CH2:13][C@@H:7]1[CH2:8][CH2:9]2)=[O:5])[CH3:2].[F:14][C:15]1[CH:16]=[C:17]([CH:20]=[CH:21][C:22]=1[CH3:23])[CH:18]=O.C(O)(=O)C.C([BH3-])#N.[Na+]. Given the product [CH2:1]([O:3][C:4]([C@H:6]1[C@@H:11]([NH:12][CH2:18][C:17]2[CH:20]=[CH:21][C:22]([CH3:23])=[C:15]([F:14])[CH:16]=2)[C@H:10]2[CH2:13][C@@H:7]1[CH2:8][CH2:9]2)=[O:5])[CH3:2], predict the reactants needed to synthesize it. (3) The reactants are: [CH3:1][O:2][C:3](=[O:14])[C:4]1[CH:9]=[CH:8][CH:7]=[C:6]([N+:10]([O-])=O)[C:5]=1Br.[C:15]1([NH:21][C:22](=O)[CH3:23])[CH:20]=[CH:19][CH:18]=[CH:17][CH:16]=1. Given the product [CH3:1][O:2][C:3]([C:4]1[C:5]2[N:21]([C:15]3[CH:20]=[CH:19][CH:18]=[CH:17][CH:16]=3)[C:22]([CH3:23])=[N:10][C:6]=2[CH:7]=[CH:8][CH:9]=1)=[O:14], predict the reactants needed to synthesize it. (4) Given the product [Br:11][C:8]1[CH:7]=[CH:6][C:5]([OH:10])=[C:4]([CH:1]([CH3:3])[CH3:2])[CH:9]=1, predict the reactants needed to synthesize it. The reactants are: [CH:1]([C:4]1[CH:9]=[CH:8][CH:7]=[CH:6][C:5]=1[OH:10])([CH3:3])[CH3:2].[BrH:11].CS(C)=O. (5) Given the product [Br:1][C:2]1[C:3]([N:8]([C:9]([O:10][CH2:11][C:12]([Cl:14])([Cl:13])[Cl:15])=[O:16])[C@H:18]([C:17]([O:25][CH3:26])=[O:24])[CH2:20][CH:21]([CH3:23])[CH3:22])=[N:4][O:5][C:6]=1[CH3:7], predict the reactants needed to synthesize it. The reactants are: [Br:1][C:2]1[C:3]([NH:8][C:9](=[O:16])[O:10][CH2:11][C:12]([Cl:15])([Cl:14])[Cl:13])=[N:4][O:5][C:6]=1[CH3:7].[C:17]([O:25][CH3:26])(=[O:24])[CH:18]([CH2:20][CH:21]([CH3:23])[CH3:22])O.C1(P(C2C=CC=CC=2)C2C=CC=CC=2)C=CC=CC=1.N(C(OC(C)C)=O)=NC(OC(C)C)=O. (6) Given the product [CH:18]1([C:12](=[O:13])[CH2:11][C:5]2[CH:6]=[CH:7][C:8]([O:9][CH3:10])=[C:3]([O:2][CH3:1])[CH:4]=2)[CH2:20][CH2:19]1, predict the reactants needed to synthesize it. The reactants are: [CH3:1][O:2][C:3]1[CH:4]=[C:5]([CH2:11][C:12](N(OC)C)=[O:13])[CH:6]=[CH:7][C:8]=1[O:9][CH3:10].[CH:18]1([Mg]Br)[CH2:20][CH2:19]1. (7) Given the product [ClH:31].[NH2:23][C@@H:19]1[CH2:20][CH2:21][CH2:22][N:17]([C:3]2[C:2]([Br:1])=[CH:7][N:6]=[C:5]3[NH:8][CH:9]=[C:10]([NH:11][C:12]([CH:14]4[CH2:15][CH2:16]4)=[O:13])[C:4]=23)[CH2:18]1, predict the reactants needed to synthesize it. The reactants are: [Br:1][C:2]1[C:3]([N:17]2[CH2:22][CH2:21][CH2:20][C@@H:19]([NH:23]C(=O)OC(C)(C)C)[CH2:18]2)=[C:4]2[C:10]([NH:11][C:12]([CH:14]3[CH2:16][CH2:15]3)=[O:13])=[CH:9][NH:8][C:5]2=[N:6][CH:7]=1.[ClH:31]. (8) Given the product [CH3:29][C:25]1([CH3:30])[CH2:24][C:23]2([CH2:31][CH2:32][CH2:33][N:21]([CH:18]3[CH2:19][CH2:20][N:15]([C:13]([C:3]4[N:4]=[C:5]([C:7]5[CH:8]=[CH:9][CH:10]=[CH:11][CH:12]=5)[S:6][C:2]=4[NH:1][C:36]([NH2:38])=[O:37])=[O:14])[CH2:16][CH2:17]3)[CH2:22]2)[C:27](=[O:28])[O:26]1, predict the reactants needed to synthesize it. The reactants are: [NH2:1][C:2]1[S:6][C:5]([C:7]2[CH:12]=[CH:11][CH:10]=[CH:9][CH:8]=2)=[N:4][C:3]=1[C:13]([N:15]1[CH2:20][CH2:19][CH:18]([N:21]2[CH2:33][CH2:32][CH2:31][C:23]3([C:27](=[O:28])[O:26][C:25]([CH3:30])([CH3:29])[CH2:24]3)[CH2:22]2)[CH2:17][CH2:16]1)=[O:14].ClC(Cl)(Cl)[C:36]([N:38]=C=O)=[O:37].C(OC(C)C)(C)C.